This data is from Catalyst prediction with 721,799 reactions and 888 catalyst types from USPTO. The task is: Predict which catalyst facilitates the given reaction. (1) Reactant: [NH:1]1[C:9]2[C:4](=[CH:5][C:6]([O:10][C:11]3[CH:16]=[CH:15][N:14]=[C:13]([NH2:17])[CH:12]=3)=[CH:7][CH:8]=2)[CH:3]=[CH:2]1.[H-].[Na+].[CH3:20][CH:21]([CH3:34])[CH2:22][CH2:23][NH:24][C:25](=O)[O:26]C1C=CC=CC=1. Product: [CH3:20][CH:21]([CH3:34])[CH2:22][CH2:23][NH:24][C:25]([N:1]1[C:9]2[C:4](=[CH:5][C:6]([O:10][C:11]3[CH:16]=[CH:15][N:14]=[C:13]([NH2:17])[CH:12]=3)=[CH:7][CH:8]=2)[CH:3]=[CH:2]1)=[O:26]. The catalyst class is: 9. (2) Reactant: [S:1]1[C:5]2[CH:6]=[CH:7][CH:8]=[CH:9][C:4]=2[N:3]=[C:2]1[NH:10][C:11]1[CH:27]=[CH:26][C:14]([O:15][C:16]2[N:25]=[CH:24][CH:23]=[CH:22][C:17]=2[C:18]([O:20]C)=[O:19])=[CH:13][CH:12]=1.C1COCC1.O.[OH-].[Li+]. Product: [S:1]1[C:5]2[CH:6]=[CH:7][CH:8]=[CH:9][C:4]=2[N:3]=[C:2]1[NH:10][C:11]1[CH:12]=[CH:13][C:14]([O:15][C:16]2[N:25]=[CH:24][CH:23]=[CH:22][C:17]=2[C:18]([OH:20])=[O:19])=[CH:26][CH:27]=1. The catalyst class is: 6. (3) Reactant: [Cl:1][C:2]1[CH:3]=[C:4]([CH2:9][C:10]([NH:12][C:13]2[CH:21]=[C:20]([N+:22]([O-:24])=[O:23])[CH:19]=[CH:18][C:14]=2[C:15]([OH:17])=[O:16])=O)[CH:5]=[CH:6][C:7]=1[Cl:8]. Product: [Cl:1][C:2]1[CH:3]=[C:4]([CH:5]=[CH:6][C:7]=1[Cl:8])[CH2:9][C:10]1[O:16][C:15](=[O:17])[C:14]2[CH:18]=[CH:19][C:20]([N+:22]([O-:24])=[O:23])=[CH:21][C:13]=2[N:12]=1. The catalyst class is: 152. (4) Reactant: [Br:1][C:2]1[CH:7]=[CH:6][C:5]([C:8](=[O:24])[CH2:9][C:10]([C:16]2[CH:21]=[C:20]([Cl:22])[CH:19]=[C:18]([Cl:23])[CH:17]=2)(O)[C:11]([F:14])([F:13])[F:12])=[CH:4][C:3]=1[CH3:25].C1(C)C=CC=CC=1.C(OC(=O)C)(=O)C. Product: [Br:1][C:2]1[CH:7]=[CH:6][C:5]([C:8](=[O:24])[CH:9]=[C:10]([C:16]2[CH:17]=[C:18]([Cl:23])[CH:19]=[C:20]([Cl:22])[CH:21]=2)[C:11]([F:13])([F:14])[F:12])=[CH:4][C:3]=1[CH3:25]. The catalyst class is: 341. (5) Reactant: [C:1]([O:4][C:5]([CH3:8])([CH3:7])[CH3:6])(=[O:3])[CH3:2].C([N-]C(C)C)(C)C.[Li+].[O:17]=[C:18]([CH2:24][C@@H:25]([O:31][C:32]([O:34][CH2:35][C:36]([Cl:39])([Cl:38])[Cl:37])=[O:33])[C@@H:26]([CH3:30])[CH2:27][CH:28]=[CH2:29])[C:19]([CH3:23])([CH3:22])[CH:20]=[O:21].O. Product: [O:17]=[C:18]([CH2:24][C@@H:25]([O:31][C:32]([O:34][CH2:35][C:36]([Cl:37])([Cl:38])[Cl:39])=[O:33])[C@@H:26]([CH3:30])[CH2:27][CH:28]=[CH2:29])[C:19]([CH3:23])([CH3:22])[C@@H:20]([OH:21])[CH2:2][C:1]([O:4][C:5]([CH3:8])([CH3:7])[CH3:6])=[O:3]. The catalyst class is: 332. (6) Reactant: Cl[Si](C)(C)C.[I-].[K+].[Cl:8][C:9]1[CH:10]=[CH:11][C:12](/[C:17](/[C:25]2[CH:30]=[CH:29][C:28]([CH2:31][OH:32])=[CH:27][CH:26]=2)=[CH:18]/[C@@H:19]2[NH:23][C:22](=[O:24])[CH2:21][CH2:20]2)=[N:13][C:14]=1[O:15]C.O. Product: [Cl:8][C:9]1[C:14](=[O:15])[NH:13][C:12](/[C:17](/[C:25]2[CH:26]=[CH:27][C:28]([CH2:31][OH:32])=[CH:29][CH:30]=2)=[CH:18]/[C@H:19]2[CH2:20][CH2:21][C:22](=[O:24])[NH:23]2)=[CH:11][CH:10]=1. The catalyst class is: 10. (7) Reactant: [OH:1][CH2:2][C@@H:3]1[CH2:7][CH2:6][CH2:5][N:4]1[C:8]([C:10]1[CH:15]=[CH:14][CH:13]=[CH:12][CH:11]=1)=[O:9].[OH:16][C:17]1[CH:24]=[CH:23][CH:22]=[C:21](O)[C:18]=1[CH:19]=[O:20].C1C=CC(P(C2C=CC=CC=2)C2C=CC=CC=2)=CC=1.CC(OC(/N=N/C(OC(C)C)=O)=O)C. Product: [C:8]([N:4]1[CH2:5][CH2:6][CH2:7][C@H:3]1[CH2:2][O:1][C:21]1[CH:22]=[CH:23][CH:24]=[C:17]([OH:16])[C:18]=1[CH:19]=[O:20])(=[O:9])[C:10]1[CH:15]=[CH:14][CH:13]=[CH:12][CH:11]=1. The catalyst class is: 1. (8) Reactant: [N:1]1[C:14]2[C:5](=[C:6]3[C:11](=[CH:12][CH:13]=2)[CH2:10][CH2:9][CH:8]([CH2:15]OS(C2C=CC(C)=CC=2)(=O)=O)[O:7]3)[CH:4]=[CH:3][CH:2]=1.[F:27][C:28]1[CH:29]=[C:30]2[C:34](=[CH:35][CH:36]=1)[NH:33][CH:32]=[C:31]2[C:37]1[CH2:38][CH2:39][NH:40][CH2:41][CH:42]=1. Product: [F:27][C:28]1[CH:29]=[C:30]2[C:34](=[CH:35][CH:36]=1)[NH:33][CH:32]=[C:31]2[C:37]1[CH2:38][CH2:39][N:40]([CH2:15][CH:8]2[CH2:9][CH2:10][C:11]3[C:6](=[C:5]4[C:14](=[CH:13][CH:12]=3)[N:1]=[CH:2][CH:3]=[CH:4]4)[O:7]2)[CH2:41][CH:42]=1. The catalyst class is: 16. (9) Reactant: C[O:2][C:3](=[O:37])[CH:4]([O:34][CH2:35][CH3:36])[CH2:5][C:6]1[CH:11]=[CH:10][C:9]([CH2:12][CH2:13][N:14]([CH2:27][CH2:28][CH2:29][CH2:30][CH2:31][CH2:32][CH3:33])[C:15]([C:17]2([C:20]3[CH:25]=[CH:24][C:23]([CH3:26])=[CH:22][CH:21]=3)[CH2:19][CH2:18]2)=[O:16])=[CH:8][CH:7]=1.[Li+].[OH-]. Product: [CH2:35]([O:34][CH:4]([CH2:5][C:6]1[CH:11]=[CH:10][C:9]([CH2:12][CH2:13][N:14]([CH2:27][CH2:28][CH2:29][CH2:30][CH2:31][CH2:32][CH3:33])[C:15]([C:17]2([C:20]3[CH:25]=[CH:24][C:23]([CH3:26])=[CH:22][CH:21]=3)[CH2:19][CH2:18]2)=[O:16])=[CH:8][CH:7]=1)[C:3]([OH:37])=[O:2])[CH3:36]. The catalyst class is: 7.